The task is: Predict the reactants needed to synthesize the given product.. This data is from Full USPTO retrosynthesis dataset with 1.9M reactions from patents (1976-2016). (1) The reactants are: [C:1]1([C:7]([CH:17]2[CH:22]3[CH2:23][CH2:24][N:19]([CH2:20][CH2:21]3)[CH2:18]2)([OH:16])[C:8]#[C:9][C:10]2[CH:15]=[CH:14][CH:13]=[CH:12][CH:11]=2)[CH:6]=[CH:5][CH:4]=[CH:3][CH:2]=1. Given the product [C:1]1([C:7]([CH:17]2[CH:22]3[CH2:23][CH2:24][N:19]([CH2:20][CH2:21]3)[CH2:18]2)([OH:16])[CH2:8][CH2:9][C:10]2[CH:15]=[CH:14][CH:13]=[CH:12][CH:11]=2)[CH:6]=[CH:5][CH:4]=[CH:3][CH:2]=1, predict the reactants needed to synthesize it. (2) Given the product [Cl:48][C:46]1[CH:45]=[CH:44][C:40]([C:41](=[O:43])[NH:71][C:68]2[CH:69]=[CH:70][C:65]([C:62]3[CH:61]=[CH:60][C:59]([Cl:58])=[CH:64][CH:63]=3)=[CH:66][CH:67]=2)=[C:39]([C:36]2[CH:35]=[CH:34][C:33]([C:31]([NH:30][CH2:29][CH2:28][C:25]([O:27][CH2:10][CH3:11])=[O:26])=[O:32])=[N:38][CH:37]=2)[CH:47]=1, predict the reactants needed to synthesize it. The reactants are: CN(C(ON1N=N[C:11]2C=CC=N[C:10]1=2)=[N+](C)C)C.F[P-](F)(F)(F)(F)F.[C:25]([CH2:28][CH2:29][NH:30][C:31]([C:33]1[N:38]=[CH:37][C:36]([C:39]2[CH:47]=[C:46]([Cl:48])[CH:45]=[CH:44][C:40]=2[C:41]([OH:43])=O)=[CH:35][CH:34]=1)=[O:32])([OH:27])=[O:26].CCN(C(C)C)C(C)C.[Cl:58][C:59]1[CH:64]=[CH:63][C:62]([C:65]2[CH:70]=[CH:69][C:68]([NH2:71])=[CH:67][CH:66]=2)=[CH:61][CH:60]=1. (3) Given the product [CH3:1][S:2]([C:5]([C:23]([O:25][C:26]([CH3:29])([CH3:28])[CH3:27])=[O:24])([NH2:22])[C:6]1[CH:7]=[C:8]([C:12]2[N:13]([CH3:21])[C:14]3[C:19]([C:20]=2[C:35]#[N:34])=[CH:18][CH:17]=[CH:16][CH:15]=3)[CH:9]=[N:10][CH:11]=1)(=[O:3])=[O:4], predict the reactants needed to synthesize it. The reactants are: [CH3:1][S:2]([C:5]([C:23]([O:25][C:26]([CH3:29])([CH3:28])[CH3:27])=[O:24])([NH2:22])[C:6]1[CH:7]=[C:8]([C:12]2[N:13]([CH3:21])[C:14]3[C:19]([CH:20]=2)=[CH:18][CH:17]=[CH:16][CH:15]=3)[CH:9]=[N:10][CH:11]=1)(=[O:4])=[O:3].ClS([N:34]=[C:35]=O)(=O)=O.CN(C=O)C. (4) Given the product [CH2:19]([N:1]([CH2:2][C@H:3]1[CH2:8][O:7][CH2:6][CH2:5][N:4]1[C:9]([O:11][C:12]([CH3:15])([CH3:14])[CH3:13])=[O:10])[CH2:16][CH3:17])[CH3:20], predict the reactants needed to synthesize it. The reactants are: [NH2:1][CH2:2][C@H:3]1[CH2:8][O:7][CH2:6][CH2:5][N:4]1[C:9]([O:11][C:12]([CH3:15])([CH3:14])[CH3:13])=[O:10].[CH:16](=O)[CH3:17].[C:19](O[BH-](OC(=O)C)OC(=O)C)(=O)[CH3:20].[Na+]. (5) Given the product [C:18]([SiH2:17][O:16][C:15]([CH3:23])([CH3:22])[C:13]1[CH:14]=[C:9]([OH:8])[CH:10]=[N:11][CH:12]=1)([CH3:21])([CH3:19])[CH3:20], predict the reactants needed to synthesize it. The reactants are: C([O:8][C:9]1[CH:10]=[N:11][CH:12]=[C:13]([C:15]([CH3:23])([CH3:22])[O:16][SiH2:17][C:18]([CH3:21])([CH3:20])[CH3:19])[CH:14]=1)C1C=CC=CC=1.